From a dataset of SARS-CoV-2 main protease (3CLPro) crystallographic fragment screen with 879 compounds. Binary Classification. Given a drug SMILES string, predict its activity (active/inactive) in a high-throughput screening assay against a specified biological target. (1) The drug is Nc1ccccc1N1CCOCC1. The result is 0 (inactive). (2) The compound is O=C(CCl)NCc1ccc2c(c1)OCO2. The result is 1 (active). (3) The compound is CC(=O)N[C@@H](Cc1c[nH]c2ccccc12)C(=O)NCC#CBr. The result is 0 (inactive).